This data is from Catalyst prediction with 721,799 reactions and 888 catalyst types from USPTO. The task is: Predict which catalyst facilitates the given reaction. (1) Reactant: O.C1(C)C=CC(S(O)(=O)=O)=CC=1.C[O:14][CH:15](OC)[C:16]1[C:21]([O:22]COC)=[C:20]([C:26]([F:29])([F:28])[F:27])[CH:19]=[CH:18][C:17]=1[CH3:30].O. Product: [OH:22][C:21]1[C:20]([C:26]([F:27])([F:28])[F:29])=[CH:19][CH:18]=[C:17]([CH3:30])[C:16]=1[CH:15]=[O:14]. The catalyst class is: 21. (2) Reactant: [CH3:1][C:2](=[CH2:15])[CH:3]([C:9]1[CH:14]=[CH:13][CH:12]=[CH:11][CH:10]=1)[CH2:4][C:5](OC)=[O:6].[H-].[Al+3].[Li+].[H-].[H-].[H-]. Product: [CH3:15][C:2](=[CH2:1])[CH:3]([C:9]1[CH:14]=[CH:13][CH:12]=[CH:11][CH:10]=1)[CH2:4][CH2:5][OH:6]. The catalyst class is: 1. (3) Reactant: C(OC([NH:11][C:12]1[N:17]=[CH:16][C:15]2[C:18]([N:40]([CH2:48][CH3:49])[C:41](=[O:47])[O:42][C:43]([CH3:46])([CH3:45])[CH3:44])=[N:19][N:20]([C:21]([C:34]3[CH:39]=[CH:38][CH:37]=[CH:36][CH:35]=3)([C:28]3[CH:33]=[CH:32][CH:31]=[CH:30][CH:29]=3)[C:22]3[CH:27]=[CH:26][CH:25]=[CH:24][CH:23]=3)[C:14]=2[CH:13]=1)=O)C1C=CC=CC=1. Product: [NH2:11][C:12]1[N:17]=[CH:16][C:15]2[C:18]([N:40]([CH2:48][CH3:49])[C:41](=[O:47])[O:42][C:43]([CH3:44])([CH3:45])[CH3:46])=[N:19][N:20]([C:21]([C:34]3[CH:35]=[CH:36][CH:37]=[CH:38][CH:39]=3)([C:28]3[CH:33]=[CH:32][CH:31]=[CH:30][CH:29]=3)[C:22]3[CH:23]=[CH:24][CH:25]=[CH:26][CH:27]=3)[C:14]=2[CH:13]=1. The catalyst class is: 19. (4) Reactant: [F:1][C:2]1[C:11]([C:12]#[N:13])=[CH:10][C:5]2[O:6][CH2:7][CH2:8][NH:9][C:4]=2[CH:3]=1.[Cl:14][C:15]1[CH:16]=[C:17](N2C3C(=CC(C#N)=C(F)C=3)C(C)=N2)[CH:18]=[N:19][C:20]=1[O:21][CH2:22][CH:23]([CH3:25])[CH3:24].C([O-])([O-])=O.[K+].[K+].CNCCNC. Product: [Cl:14][C:15]1[CH:16]=[C:17]([N:9]2[CH2:8][CH2:7][O:6][C:5]3[CH:10]=[C:11]([C:12]#[N:13])[C:2]([F:1])=[CH:3][C:4]2=3)[CH:18]=[N:19][C:20]=1[O:21][CH2:22][CH:23]([CH3:25])[CH3:24]. The catalyst class is: 185. (5) Reactant: [CH2:1]([O:8][C:9]1[CH:16]=[CH:15][C:12]([CH:13]=[O:14])=[C:11]([OH:17])[CH:10]=1)[C:2]1[CH:7]=[CH:6][CH:5]=[CH:4][CH:3]=1.Br[CH2:19][CH2:20][CH2:21][C:22]([O:24][CH2:25][CH3:26])=[O:23].C(=O)([O-])[O-].[K+].[K+].[I-].[Na+]. Product: [CH2:1]([O:8][C:9]1[CH:16]=[CH:15][C:12]([CH:13]=[O:14])=[C:11]([CH:10]=1)[O:17][CH2:19][CH2:20][CH2:21][C:22]([O:24][CH2:25][CH3:26])=[O:23])[C:2]1[CH:3]=[CH:4][CH:5]=[CH:6][CH:7]=1. The catalyst class is: 145. (6) Reactant: [C:1]([O:5][C:6]([NH:8][C@@H:9]([CH2:14][C:15]1[CH:20]=[CH:19][C:18]([O:21][S:22]([CH3:25])(=[O:24])=[O:23])=[CH:17][CH:16]=1)[C:10]([O:12]C)=[O:11])=[O:7])([CH3:4])([CH3:3])[CH3:2].[Li+].[OH-].Cl. Product: [C:1]([O:5][C:6]([NH:8][C@@H:9]([CH2:14][C:15]1[CH:20]=[CH:19][C:18]([O:21][S:22]([CH3:25])(=[O:24])=[O:23])=[CH:17][CH:16]=1)[C:10]([OH:12])=[O:11])=[O:7])([CH3:3])([CH3:4])[CH3:2]. The catalyst class is: 1.